Dataset: Catalyst prediction with 721,799 reactions and 888 catalyst types from USPTO. Task: Predict which catalyst facilitates the given reaction. (1) Reactant: [O:1]=[C:2]1[C:11](C#N)=[C:10](N2CCN(C(C3SC=CC=3)=O)CC2)[C:9]2[C:4](=[CH:5][CH:6]=[CH:7][CH:8]=2)[NH:3]1.C(=O)([O-])[O-].[K+].[K+]. Product: [NH:3]1[C:4]2[C:9](=[CH:8][CH:7]=[CH:6][CH:5]=2)[CH:10]=[CH:11][C:2]1=[O:1]. The catalyst class is: 3. (2) Reactant: [Br:1][C:2]1[CH:7]=[CH:6][C:5]([S:8](Cl)(=[O:10])=[O:9])=[CH:4][C:3]=1[F:12].[NH2:13][C:14]1[CH:19]=[CH:18][CH:17]=[C:16]([Br:20])[N:15]=1. Product: [Br:1][C:2]1[CH:7]=[CH:6][C:5]([S:8]([NH:13][C:14]2[CH:19]=[CH:18][CH:17]=[C:16]([Br:20])[N:15]=2)(=[O:10])=[O:9])=[CH:4][C:3]=1[F:12]. The catalyst class is: 272. (3) Product: [Cl:12][C:10]1[CH:9]=[CH:8][C:3]([C:4]([O:6][CH3:7])=[O:5])=[C:2]([NH:1][C:26](=[O:27])[CH2:25][CH2:21][C:22]([O:23][CH2:17][CH3:18])=[O:29])[CH:11]=1. Reactant: [NH2:1][C:2]1[CH:11]=[C:10]([Cl:12])[CH:9]=[CH:8][C:3]=1[C:4]([O:6][CH3:7])=[O:5].N1[CH:18]=[CH:17]C=CC=1.C([CH:21]([CH2:25][C:26](Cl)=[O:27])[C:22](Cl)=[O:23])C.[OH2:29]. The catalyst class is: 11. (4) Reactant: Br[C:2]1[CH:9]=[C:8]([F:10])[CH:7]=[CH:6][C:3]=1[NH:4][CH3:5].[CH3:11][C:12]1([CH3:28])[C:16]([CH3:18])([CH3:17])[O:15][B:14]([B:14]2[O:15][C:16]([CH3:18])([CH3:17])[C:12]([CH3:28])([CH3:11])[O:13]2)[O:13]1.C([O-])(=O)C.[K+]. Product: [F:10][C:8]1[CH:7]=[CH:6][C:3]([NH:4][CH3:5])=[C:2]([B:14]2[O:15][C:16]([CH3:18])([CH3:17])[C:12]([CH3:28])([CH3:11])[O:13]2)[CH:9]=1. The catalyst class is: 57. (5) Reactant: Br[C:2]1[CH:7]=[CH:6][CH:5]=[CH:4][C:3]=1[O:8][CH3:9].Cl.[CH:11]1([C:14]2[N:23]=[C:22]([N:24]3[CH2:29][CH2:28][NH:27][CH2:26][CH:25]3[CH3:30])[C:21]3[C:16](=[CH:17][C:18]([O:33][CH3:34])=[C:19]([O:31][CH3:32])[CH:20]=3)[N:15]=2)[CH2:13][CH2:12]1.C(O[Na])(C)(C)C.C1C=CC(P(C2C(C3C(P(C4C=CC=CC=4)C4C=CC=CC=4)=CC=C4C=3C=CC=C4)=C3C(C=CC=C3)=CC=2)C2C=CC=CC=2)=CC=1. Product: [CH:11]1([C:14]2[N:23]=[C:22]([N:24]3[CH2:29][CH2:28][N:27]([C:2]4[CH:7]=[CH:6][CH:5]=[CH:4][C:3]=4[O:8][CH3:9])[CH2:26][CH:25]3[CH3:30])[C:21]3[C:16](=[CH:17][C:18]([O:33][CH3:34])=[C:19]([O:31][CH3:32])[CH:20]=3)[N:15]=2)[CH2:12][CH2:13]1. The catalyst class is: 101. (6) Reactant: FC(F)(F)C(O)=O.[CH3:8][CH:9]1[CH:22]=[C:21]([CH:23]=[CH:24][C:25]#[N:26])[CH:20]=[C:19]([CH3:27])[C:10]1(C(O)=O)CNC1C=CC=CC=1.[NH3:31]. Product: [CH3:8][C:9]1[CH:22]=[C:21]([CH:23]=[CH:24][C:25]#[N:26])[CH:20]=[C:19]([CH3:27])[C:10]=1[NH2:31]. The catalyst class is: 6. (7) Product: [CH3:1][O:2][C:3]([C:5]1[N:13]([CH2:16][C:17]2[CH:21]=[C:20]([C:22]3[S:23][C:24]([Cl:27])=[CH:25][CH:26]=3)[O:19][N:18]=2)[C:12]2[C:7](=[N:8][CH:9]=[CH:10][CH:11]=2)[CH:6]=1)=[O:4]. Reactant: [CH3:1][O:2][C:3]([C:5]1[NH:13][C:12]2[C:7](=[N:8][CH:9]=[CH:10][CH:11]=2)[CH:6]=1)=[O:4].BrC[CH2:16][C:17]1[CH:21]=[C:20]([C:22]2[S:23][C:24]([Cl:27])=[CH:25][CH:26]=2)[O:19][N:18]=1. The catalyst class is: 9. (8) Reactant: FC(F)(F)C(O)=O.[Cl:8][C:9]1[CH:39]=[CH:38][CH:37]=[CH:36][C:10]=1[O:11][C:12]1[N:24]=[C:23]([C:25]2[CH:30]=[CH:29][CH:28]=[C:27]([C:31]([F:34])([F:33])[F:32])[CH:26]=2)[C:22]([F:35])=[CH:21][C:13]=1[C:14]([O:16]C(C)(C)C)=[O:15]. Product: [Cl:8][C:9]1[CH:39]=[CH:38][CH:37]=[CH:36][C:10]=1[O:11][C:12]1[N:24]=[C:23]([C:25]2[CH:30]=[CH:29][CH:28]=[C:27]([C:31]([F:34])([F:33])[F:32])[CH:26]=2)[C:22]([F:35])=[CH:21][C:13]=1[C:14]([OH:16])=[O:15]. The catalyst class is: 4. (9) Reactant: CO.[CH3:3][C:4]1[CH:9]=[CH:8][C:7]([C:10]([C:36]2[CH:41]=[CH:40][C:39]([CH3:42])=[CH:38][CH:37]=2)([OH:35])[CH:11]2[CH2:16][CH2:15][N:14]([CH2:17][CH2:18][CH2:19][CH:20]([C:22]3[CH:27]=[CH:26][C:25]([C:28]([CH3:34])([CH3:33])[C:29]([O:31]C)=[O:30])=[CH:24][CH:23]=3)[OH:21])[CH2:13][CH2:12]2)=[CH:6][CH:5]=1.[OH-].[Na+]. Product: [CH3:42][C:39]1[CH:38]=[CH:37][C:36]([C:10]([C:7]2[CH:6]=[CH:5][C:4]([CH3:3])=[CH:9][CH:8]=2)([OH:35])[CH:11]2[CH2:16][CH2:15][N:14]([CH2:17][CH2:18][CH2:19][CH:20]([C:22]3[CH:27]=[CH:26][C:25]([C:28]([CH3:34])([CH3:33])[C:29]([OH:31])=[O:30])=[CH:24][CH:23]=3)[OH:21])[CH2:13][CH2:12]2)=[CH:41][CH:40]=1. The catalyst class is: 6.